From a dataset of Full USPTO retrosynthesis dataset with 1.9M reactions from patents (1976-2016). Predict the reactants needed to synthesize the given product. Given the product [CH:1]1([C:4]2[NH:8][N:7]=[C:6]([NH:9][C:10]3[C:11]4[CH2:25][CH2:24][CH2:23][C:12]=4[N:13]=[C:14]([N:16]4[CH2:19][CH2:18][C@H:17]4[C:20]([NH:33][C:30]4[CH:31]=[N:32][C:27]([F:26])=[CH:28][CH:29]=4)=[O:22])[N:15]=3)[CH:5]=2)[CH2:3][CH2:2]1, predict the reactants needed to synthesize it. The reactants are: [CH:1]1([C:4]2[NH:8][N:7]=[C:6]([NH:9][C:10]3[C:11]4[CH2:25][CH2:24][CH2:23][C:12]=4[N:13]=[C:14]([N:16]4[CH2:19][CH2:18][C@H:17]4[C:20]([OH:22])=O)[N:15]=3)[CH:5]=2)[CH2:3][CH2:2]1.[F:26][C:27]1[N:32]=[CH:31][C:30]([NH2:33])=[CH:29][CH:28]=1.CN(C(ON1N=NC2C=CC=NC1=2)=[N+](C)C)C.F[P-](F)(F)(F)(F)F.CCN(C(C)C)C(C)C.